From a dataset of Catalyst prediction with 721,799 reactions and 888 catalyst types from USPTO. Predict which catalyst facilitates the given reaction. (1) Reactant: O[C:2]1[C:3]2[NH:10][CH:9]=[C:8]([C:11]([O:13][CH2:14][CH3:15])=[O:12])[C:4]=2[N:5]=[CH:6][N:7]=1.OC1C2C(=C(C(OCC)=O)NC=2)N=CN=1.P(Cl)(Cl)([Cl:33])=O. Product: [Cl:33][C:2]1[C:3]2[NH:10][CH:9]=[C:8]([C:11]([O:13][CH2:14][CH3:15])=[O:12])[C:4]=2[N:5]=[CH:6][N:7]=1. The catalyst class is: 28. (2) Reactant: [Br:1][C:2]1[C:3]([F:12])=[C:4]([F:11])[C:5](F)=[C:6]([CH:9]=1)[CH:7]=[O:8].C(N(CC)CC)C.[CH3:20][C@H:21]1[O:26][C@H:25]([CH3:27])[CH2:24][NH:23][CH2:22]1.Cl. The catalyst class is: 10. Product: [Br:1][C:2]1[C:3]([F:12])=[C:4]([F:11])[C:5]([N:23]2[CH2:22][CH:21]([CH3:20])[O:26][CH:25]([CH3:27])[CH2:24]2)=[C:6]([CH:9]=1)[CH:7]=[O:8]. (3) Reactant: C(OC([NH:11][C@H:12]1[CH2:16][CH2:15][N:14]([C:17]2[N:25]3[C:21](=[N:22][C:23]4[CH:29]=[CH:28][CH:27]=[CH:26][C:24]=43)[C:20]([C:30]#[N:31])=[C:19]([CH3:32])[C:18]=2[CH2:33][CH3:34])[C:13]1=[O:35])=O)C1C=CC=CC=1. Product: [NH2:11][C@H:12]1[CH2:16][CH2:15][N:14]([C:17]2[N:25]3[C:21](=[N:22][C:23]4[CH:29]=[CH:28][CH:27]=[CH:26][C:24]=43)[C:20]([C:30]#[N:31])=[C:19]([CH3:32])[C:18]=2[CH2:33][CH3:34])[C:13]1=[O:35]. The catalyst class is: 352. (4) Reactant: [C:1]([NH:5][C:6]1[N:11]=[C:10]([S:12][CH3:13])[C:9]([C:14]([NH2:16])=[O:15])=[CH:8][N:7]=1)([CH3:4])([CH3:3])[CH3:2].C1(C2[O:25]N2S(C2C=CC=CC=2)(=O)=O)C=CC=CC=1.C(OCC)(=O)C. Product: [C:1]([NH:5][C:6]1[N:11]=[C:10]([S:12]([CH3:13])=[O:25])[C:9]([C:14]([NH2:16])=[O:15])=[CH:8][N:7]=1)([CH3:4])([CH3:2])[CH3:3]. The catalyst class is: 22. (5) Reactant: [N:1]1([CH2:6][C:7]2[CH:12]=[CH:11][CH:10]=[C:9]([NH:13]C(OC(C)(C)C)=O)[CH:8]=2)[CH:5]=[CH:4][N:3]=[CH:2]1.OS(O)(=O)=O.[CH3:26]O. Product: [NH2:13][C:9]1[CH:8]=[C:7]([CH2:6][N:1]2[C:5]([CH3:26])=[CH:4][N:3]=[CH:2]2)[CH:12]=[CH:11][CH:10]=1. The catalyst class is: 12. (6) The catalyst class is: 12. Product: [OH:10][CH2:11][CH:12]1[CH2:13][N:14]2[N:15]=[C:16]([I:29])[C:17]([C:24]([O:26][CH2:27][CH3:28])=[O:25])=[C:18]2[C:19](=[O:20])[NH:8]1. Reactant: C(OC([N:8]1[CH:12]([CH2:13][N:14]2[C:18]([C:19](OCC)=[O:20])=[C:17]([C:24]([O:26][CH2:27][CH3:28])=[O:25])[C:16]([I:29])=[N:15]2)[CH2:11][O:10]C1(C)C)=O)(C)(C)C.Cl.